Dataset: Full USPTO retrosynthesis dataset with 1.9M reactions from patents (1976-2016). Task: Predict the reactants needed to synthesize the given product. (1) Given the product [F:12][C:5]1[CH:4]=[C:3]([CH2:2][NH:1][C:13]([O:15][C:16]([CH3:19])([CH3:18])[CH3:17])=[O:14])[C:10]([F:11])=[CH:9][C:6]=1[C:7]#[N:8], predict the reactants needed to synthesize it. The reactants are: [NH2:1][CH2:2][C:3]1[C:10]([F:11])=[CH:9][C:6]([C:7]#[N:8])=[C:5]([F:12])[CH:4]=1.[C:13](O[C:13]([O:15][C:16]([CH3:19])([CH3:18])[CH3:17])=[O:14])([O:15][C:16]([CH3:19])([CH3:18])[CH3:17])=[O:14]. (2) Given the product [Cl:1][C:2]1[N:11]2[CH:19]=[N:13][N:12]=[C:10]2[C:9]2[C:4](=[C:5]3[O:16][C:15]([F:18])([F:17])[O:14][C:6]3=[CH:7][CH:8]=2)[N:3]=1, predict the reactants needed to synthesize it. The reactants are: [Cl:1][C:2]1[N:11]=[C:10]([NH:12][NH2:13])[C:9]2[CH:8]=[CH:7][C:6]3[O:14][C:15]([F:18])([F:17])[O:16][C:5]=3[C:4]=2[N:3]=1.[CH:19](OC)(OC)OC.FC(F)(F)C(O)=O.C(=O)([O-])O.[Na+]. (3) Given the product [F:6][C:7]1[C:12]([O:13][CH3:14])=[CH:11][CH:10]=[CH:9][C:8]=1[C:15]1[CH:16]=[C:17]2[C:21](=[CH:22][CH:23]=1)[NH:20][N:19]=[C:18]2[C:30]1[N:35]=[C:34]([N:36]2[CH2:37][CH2:38][CH:39]([NH2:42])[CH2:40][CH2:41]2)[CH:33]=[N:32][CH:31]=1, predict the reactants needed to synthesize it. The reactants are: Cl.CC(O)C.[F:6][C:7]1[C:12]([O:13][CH3:14])=[CH:11][CH:10]=[CH:9][C:8]=1[C:15]1[CH:16]=[C:17]2[C:21](=[CH:22][CH:23]=1)[N:20](C1CCCCO1)[N:19]=[C:18]2[C:30]1[N:35]=[C:34]([N:36]2[CH2:41][CH2:40][CH:39]([NH:42]C(=O)OC(C)(C)C)[CH2:38][CH2:37]2)[CH:33]=[N:32][CH:31]=1.C(Cl)Cl. (4) Given the product [OH:5][CH:4]([C:6]1[CH:7]=[CH:8][C:9]([N:12]2[CH2:17][CH2:16][N:15]([C:18]([O:20][C:21]([CH3:23])([CH3:24])[CH3:22])=[O:19])[CH2:14][CH2:13]2)=[N:10][CH:11]=1)[CH3:26], predict the reactants needed to synthesize it. The reactants are: CON(C)[C:4]([C:6]1[CH:7]=[CH:8][C:9]([N:12]2[CH2:17][CH2:16][N:15]([C:18]([O:20][C:21]([CH3:24])([CH3:23])[CH3:22])=[O:19])[CH2:14][CH2:13]2)=[N:10][CH:11]=1)=[O:5].[CH3:26][Mg]Br. (5) The reactants are: [CH3:1][O:2][C:3]1[CH:4]=[C:5]([C:15]2[N:19]3[CH2:20][CH2:21][CH2:22][C:23]([CH3:27])([C:24](O)=[O:25])[C:18]3=[N:17][N:16]=2)[CH:6]=[CH:7][C:8]=1[C:9]1[O:13][C:12]([CH3:14])=[N:11][CH:10]=1.Cl.[Cl:29][C:30]1[CH:31]=[C:32]([CH:37]=[CH:38][C:39]=1[Cl:40])[C:33]([NH:35][NH2:36])=O.C(N(CC)CC)C.O. Given the product [Cl:29][C:30]1[CH:31]=[C:32]([C:33]2[O:25][C:24]([C:23]3([CH3:27])[CH2:22][CH2:21][CH2:20][N:19]4[C:15]([C:5]5[CH:6]=[CH:7][C:8]([C:9]6[O:13][C:12]([CH3:14])=[N:11][CH:10]=6)=[C:3]([O:2][CH3:1])[CH:4]=5)=[N:16][N:17]=[C:18]34)=[N:36][N:35]=2)[CH:37]=[CH:38][C:39]=1[Cl:40], predict the reactants needed to synthesize it. (6) Given the product [F:1][C:2]1[CH:3]=[CH:4][C:5]([O:38][CH3:39])=[C:6]([C:8]2[C:17]3[C:12](=[CH:13][CH:14]=[CH:15][CH:16]=3)[C:11]([NH:18][C:19]3[CH:37]=[CH:36][C:22]([O:23][C:24]4[C:33]5[C:28](=[CH:29][C:30]([C:34]([NH2:35])=[O:41])=[CH:31][CH:32]=5)[N:27]=[CH:26][CH:25]=4)=[CH:21][CH:20]=3)=[N:10][N:9]=2)[CH:7]=1, predict the reactants needed to synthesize it. The reactants are: [F:1][C:2]1[CH:3]=[CH:4][C:5]([O:38][CH3:39])=[C:6]([C:8]2[C:17]3[C:12](=[CH:13][CH:14]=[CH:15][CH:16]=3)[C:11]([NH:18][C:19]3[CH:37]=[CH:36][C:22]([O:23][C:24]4[C:33]5[C:28](=[CH:29][C:30]([C:34]#[N:35])=[CH:31][CH:32]=5)[N:27]=[CH:26][CH:25]=4)=[CH:21][CH:20]=3)=[N:10][N:9]=2)[CH:7]=1.C(=O)(O)[O-:41].[Na+].[OH-].[Na+]. (7) Given the product [CH2:18]([O:17][C:6]1[CH:5]=[C:4]([CH:9]=[C:8]([O:10][CH:11]2[CH2:16][CH2:15][O:14][CH2:13][CH2:12]2)[CH:7]=1)[CH:3]=[O:2])[CH3:19], predict the reactants needed to synthesize it. The reactants are: C[O:2][C:3](=O)[C:4]1[CH:9]=[C:8]([O:10][CH:11]2[CH2:16][CH2:15][O:14][CH2:13][CH2:12]2)[CH:7]=[C:6]([O:17][CH2:18][CH3:19])[CH:5]=1.[H-].[Al+3].[Li+].[H-].[H-].[H-].